From a dataset of Full USPTO retrosynthesis dataset with 1.9M reactions from patents (1976-2016). Predict the reactants needed to synthesize the given product. Given the product [O:1]=[C:2]1[NH:10][C:5]2=[N:6][CH:7]=[CH:8][CH:9]=[C:4]2[C@@:3]21[CH2:30][C:21]1=[N:22][CH:23]=[C:24]([C:26]([OH:28])=[O:27])[CH:25]=[C:20]1[CH2:19]2, predict the reactants needed to synthesize it. The reactants are: [O:1]=[C:2]1[N:10](COCC[Si](C)(C)C)[C:5]2=[N:6][CH:7]=[CH:8][CH:9]=[C:4]2[C@@:3]21[CH2:30][C:21]1=[N:22][CH:23]=[C:24]([C:26]([O:28]C)=[O:27])[CH:25]=[C:20]1[CH2:19]2.Cl.[OH-].[Na+].